Task: Predict which catalyst facilitates the given reaction.. Dataset: Catalyst prediction with 721,799 reactions and 888 catalyst types from USPTO (1) Reactant: [F:1][C:2]([F:7])([F:6])[C:3]([OH:5])=[O:4].[Cl:8][C:9]1[C:10]([NH:31][C@@H:32]2[C@@H:37]3[CH2:38][C@@H:34]([CH:35]=[CH:36]3)[C@@H:33]2[C:39]([NH2:41])=[O:40])=[C:11]2[N:17]=[C:16]([C:18]3[CH:23]=[CH:22][C:21](CN4CCOCC4)=[CH:20][CH:19]=3)[NH:15][C:12]2=[N:13][CH:14]=1.NC1[C:48]([NH2:49])=[C:47]([NH:50][C@@H:51]2[C@@H:56]3C[C@@H](C=C3)[C@@H]2C(N)=O)C(Cl)=CN=1.C(OC(N1CCN(C2C=CC(C=O)=CC=2)CC1)=O)(C)(C)C.C(=O)(OC(C)(C)C)N.Cl. Product: [F:1][C:2]([F:7])([F:6])[C:3]([OH:5])=[O:4].[Cl:8][C:9]1[C:10]([NH:31][C@@H:32]2[C@@H:37]3[CH2:38][C@@H:34]([CH:35]=[CH:36]3)[C@@H:33]2[C:39]([NH2:41])=[O:40])=[C:11]2[N:17]=[C:16]([C:18]3[CH:19]=[CH:20][C:21]([N:49]4[CH2:48][CH2:47][NH:50][CH2:51][CH2:56]4)=[CH:22][CH:23]=3)[NH:15][C:12]2=[N:13][CH:14]=1. The catalyst class is: 12. (2) Reactant: CS(C)=O.[C:5]([C:9]1[CH:14]=[CH:13][C:12]([NH2:15])=[C:11]([N+:16]([O-:18])=[O:17])[CH:10]=1)([CH3:8])([CH3:7])[CH3:6].[OH-].[K+].[CH2:21](Br)[C:22]1[CH:27]=[CH:26][CH:25]=[CH:24][CH:23]=1. Product: [CH2:21]([NH:15][C:12]1[CH:13]=[CH:14][C:9]([C:5]([CH3:8])([CH3:6])[CH3:7])=[CH:10][C:11]=1[N+:16]([O-:18])=[O:17])[C:22]1[CH:27]=[CH:26][CH:25]=[CH:24][CH:23]=1. The catalyst class is: 226.